This data is from Reaction yield outcomes from USPTO patents with 853,638 reactions. The task is: Predict the reaction yield, written as a fraction of the theoretical maximum amount of product (1.0 means a 100% yield; for example, 0.34 means a 34% yield). (1) The reactants are F[B-](F)(F)F.[N+:6]([C:9]1[CH:14]=[CH:13][C:12]([N+:15]#[N:16])=[CH:11][CH:10]=1)([O-:8])=[O:7].[CH2:17]([N:19]1[C:24]2[CH:25]=[C:26]([OH:29])[CH:27]=[CH:28][C:23]=2[O:22][CH2:21][CH2:20]1)[CH3:18].N. The catalyst is S(=O)(=O)(O)O. The product is [CH2:17]([N:19]1[C:24]2[CH:25]=[C:26]([OH:29])[C:27]([N:16]=[N:15][C:12]3[CH:11]=[CH:10][C:9]([N+:6]([O-:8])=[O:7])=[CH:14][CH:13]=3)=[CH:28][C:23]=2[O:22][CH2:21][CH2:20]1)[CH3:18]. The yield is 1.00. (2) The reactants are [CH3:1][C:2]1[NH:3][C:4]2[C:5](=[O:14])[CH2:6][CH2:7][CH2:8][C:9]=2[C:10]=1[C:11]([OH:13])=O.[CH3:15][N:16]([CH3:20])[CH2:17][CH2:18][NH2:19]. No catalyst specified. The product is [CH3:15][N:16]([CH3:20])[CH2:17][CH2:18][NH:19][C:11]([C:10]1[C:9]2[CH2:8][CH2:7][CH2:6][C:5](=[O:14])[C:4]=2[NH:3][C:2]=1[CH3:1])=[O:13]. The yield is 0.800. (3) The reactants are [Cl-].O[NH3+:3].[C:4](=[O:7])([O-])[OH:5].[Na+].CS(C)=O.[CH2:13]([C:17]1[N:22]2[N:23]=[CH:24][CH:25]=[C:21]2[N:20]([C@H:26]2[CH2:31][CH2:30][C@H:29]([O:32][CH2:33][CH:34]([OH:36])[CH3:35])[CH2:28][CH2:27]2)[C:19](=[O:37])[C:18]=1[CH2:38][C:39]1[CH:44]=[CH:43][C:42]([C:45]2[C:46]([C:51]#[N:52])=[CH:47][CH:48]=[CH:49][CH:50]=2)=[CH:41][CH:40]=1)[CH2:14][CH2:15][CH3:16]. The catalyst is C(OCC)(=O)C. The product is [CH2:13]([C:17]1[N:22]2[N:23]=[CH:24][CH:25]=[C:21]2[N:20]([C@H:26]2[CH2:31][CH2:30][C@H:29]([O:32][CH2:33][CH:34]([OH:36])[CH3:35])[CH2:28][CH2:27]2)[C:19](=[O:37])[C:18]=1[CH2:38][C:39]1[CH:40]=[CH:41][C:42]([C:45]2[CH:50]=[CH:49][CH:48]=[CH:47][C:46]=2[C:51]2[NH:3][C:4](=[O:7])[O:5][N:52]=2)=[CH:43][CH:44]=1)[CH2:14][CH2:15][CH3:16]. The yield is 0.700.